From a dataset of Catalyst prediction with 721,799 reactions and 888 catalyst types from USPTO. Predict which catalyst facilitates the given reaction. (1) Reactant: [CH3:1][C:2]1[CH:3]=[C:4]([CH:8]=[CH:9][CH:10]=1)[C:5](O)=[O:6].[CH3:11][N:12](C(ON1N=NC2C=CC=NC1=2)=[N+](C)C)C.F[P-](F)(F)(F)(F)F.CCN(C(C)C)C(C)C.CN.C1COCC1. Product: [CH3:11][NH:12][C:5](=[O:6])[C:4]1[CH:8]=[CH:9][CH:10]=[C:2]([CH3:1])[CH:3]=1. The catalyst class is: 31. (2) Reactant: [O:1]1[C:5]2([CH2:10][CH2:9][NH:8][CH2:7][CH2:6]2)[O:4][CH2:3][CH2:2]1.C[Si]([N:15]=[C:16]=[O:17])(C)C. Product: [O:1]1[C:5]2([CH2:10][CH2:9][N:8]([C:16]([NH2:15])=[O:17])[CH2:7][CH2:6]2)[O:4][CH2:3][CH2:2]1. The catalyst class is: 32. (3) Reactant: [F:1][C:2]([F:23])([C:19]([F:22])([F:21])[F:20])[C:3]([F:18])([F:17])[C:4]1[CH:16]=[CH:15][C:7]2[S:8][C:9]([C:11]([O:13]C)=[O:12])=[CH:10][C:6]=2[CH:5]=1.O.[OH-].[Li+].O. Product: [F:23][C:2]([F:1])([C:19]([F:22])([F:20])[F:21])[C:3]([F:17])([F:18])[C:4]1[CH:16]=[CH:15][C:7]2[S:8][C:9]([C:11]([OH:13])=[O:12])=[CH:10][C:6]=2[CH:5]=1. The catalyst class is: 5. (4) Reactant: Cl.[CH:2]1[CH:3]=[CH:4][C:5]2[NH:12][C:10](=[O:11])[CH:9]=[C:8]([CH2:13][CH:14]([NH:18][C:19]([C:21]3[CH:22]=[CH:23][C:24]([Cl:27])=[CH:25][CH:26]=3)=[O:20])[C:15]([OH:17])=[O:16])[C:6]=2[CH:7]=1.[OH-].[Na+:29]. Product: [OH-:11].[Na+:29].[CH:2]1[CH:3]=[CH:4][C:5]2[NH:12][C:10](=[O:11])[CH:9]=[C:8]([CH2:13][CH:14]([NH:18][C:19]([C:21]3[CH:26]=[CH:25][C:24]([Cl:27])=[CH:23][CH:22]=3)=[O:20])[C:15]([OH:17])=[O:16])[C:6]=2[CH:7]=1. The catalyst class is: 6. (5) The catalyst class is: 12. Reactant: [CH2:1]([O:8][C:9]1[C:23]([O:24][CH3:25])=[CH:22][C:12]([C:13]([N:15]2[CH2:19][CH2:18][CH2:17][C@H:16]2[CH:20]=O)=[O:14])=[C:11]([N+:26]([O-])=O)[CH:10]=1)[C:2]1[CH:7]=[CH:6][CH:5]=[CH:4][CH:3]=1.O.[O-]S(S([O-])=O)=O.[Na+].[Na+]. Product: [CH2:1]([O:8][C:9]1[C:23]([O:24][CH3:25])=[CH:22][C:12]2[C:13](=[O:14])[N:15]3[CH2:19][CH2:18][CH2:17][C@H:16]3[CH:20]=[N:26][C:11]=2[CH:10]=1)[C:2]1[CH:3]=[CH:4][CH:5]=[CH:6][CH:7]=1. (6) Reactant: [NH2:1][C:2]1[N:3]([CH3:22])[C:4](=[O:21])[C:5]2[C:10]([C:11]3[C:16]([CH3:17])=[CH:15][C:14]([CH3:18])=[CH:13][C:12]=3[CH3:19])=[CH:9][N:8]([CH3:20])[C:6]=2[N:7]=1.[H-].[Na+].Br[CH:26]([CH2:29][CH3:30])[CH2:27][CH3:28]. Product: [CH2:27]([CH:26]([NH:1][C:2]1[N:3]([CH3:22])[C:4](=[O:21])[C:5]2[C:10]([C:11]3[C:16]([CH3:17])=[CH:15][C:14]([CH3:18])=[CH:13][C:12]=3[CH3:19])=[CH:9][N:8]([CH3:20])[C:6]=2[N:7]=1)[CH2:29][CH3:30])[CH3:28]. The catalyst class is: 9. (7) Reactant: Cl[C:2]1[CH:11]=[CH:10][C:9]2[C:4](=[C:5]([C:12]3[NH:20][C:19]4[CH2:18][CH2:17][NH:16][C:15](=[O:21])[C:14]=4[CH:13]=3)[CH:6]=[CH:7][CH:8]=2)[N:3]=1.[C:22]1([C:28](B(O)O)=[CH2:29])[CH:27]=[CH:26][CH:25]=[CH:24][CH:23]=1.CC([O-])=O.[K+]. Product: [C:22]1([C:28]([C:2]2[CH:11]=[CH:10][C:9]3[C:4](=[C:5]([C:12]4[NH:20][C:19]5[CH2:18][CH2:17][NH:16][C:15](=[O:21])[C:14]=5[CH:13]=4)[CH:6]=[CH:7][CH:8]=3)[N:3]=2)=[CH2:29])[CH:27]=[CH:26][CH:25]=[CH:24][CH:23]=1. The catalyst class is: 14.